This data is from Catalyst prediction with 721,799 reactions and 888 catalyst types from USPTO. The task is: Predict which catalyst facilitates the given reaction. (1) Reactant: [CH:1]1([C:4]2[CH2:5][CH:6]([CH:11]3[CH2:16][CH2:15][N:14]([C:17]([O:19][CH2:20][C:21]4[CH:26]=[CH:25][CH:24]=[CH:23][CH:22]=4)=[O:18])[CH2:13][CH2:12]3)[C:7](=[O:10])[NH:8][N:9]=2)[CH2:3][CH2:2]1. Product: [CH:1]1([C:4]2[CH:5]=[C:6]([CH:11]3[CH2:16][CH2:15][N:14]([C:17]([O:19][CH2:20][C:21]4[CH:26]=[CH:25][CH:24]=[CH:23][CH:22]=4)=[O:18])[CH2:13][CH2:12]3)[C:7](=[O:10])[NH:8][N:9]=2)[CH2:3][CH2:2]1. The catalyst class is: 879. (2) Reactant: [CH:1]1([CH2:4][NH:5][C:6]2[C:7]3[C:14]([C:15]([C:17]4[C:18]([F:29])=[C:19]([NH:24]C(=O)OC)[CH:20]=[CH:21][C:22]=4[F:23])=[O:16])=[CH:13][NH:12][C:8]=3[N:9]=[CH:10][N:11]=2)[CH2:3][CH2:2]1.[OH-].[Na+].Cl. Product: [NH2:24][C:19]1[C:18]([F:29])=[C:17]([C:15]([C:14]2[C:7]3[C:6]([NH:5][CH2:4][CH:1]4[CH2:2][CH2:3]4)=[N:11][CH:10]=[N:9][C:8]=3[NH:12][CH:13]=2)=[O:16])[C:22]([F:23])=[CH:21][CH:20]=1. The catalyst class is: 30. (3) Reactant: [C:1]1([CH:7]2[CH2:10][C:9](=O)[CH2:8]2)[CH:6]=[CH:5][CH:4]=[CH:3][CH:2]=1.[NH2:12][OH:13].O. Product: [C:1]1([CH:7]2[CH2:10][C:9](=[N:12][OH:13])[CH2:8]2)[CH:6]=[CH:5][CH:4]=[CH:3][CH:2]=1. The catalyst class is: 653.